Dataset: Catalyst prediction with 721,799 reactions and 888 catalyst types from USPTO. Task: Predict which catalyst facilitates the given reaction. (1) Reactant: [CH2:1]([Li])[CH2:2][CH2:3][CH3:4].[CH3:6][C:7]1[CH2:8][C:9]2[C:14]([CH:15]=1)=[CH:13][CH:12]=[CH:11][C:10]=2[C:16]1[CH:21]=[CH:20][CH:19]=[CH:18][CH:17]=1.Br[CH:23](Br)[CH3:24]. Product: [CH3:4][C:3]1[CH:21]([CH2:23][CH2:24][CH:15]2[C:14]3[C:9](=[C:10]([C:16]4[CH:21]=[CH:20][CH:19]=[CH:18][CH:17]=4)[CH:11]=[CH:12][CH:13]=3)[CH:8]=[C:7]2[CH3:6])[C:20]2[C:1]([CH:2]=1)=[C:16]([C:10]1[CH:11]=[CH:12][CH:13]=[CH:14][CH:9]=1)[CH:17]=[CH:18][CH:19]=2. The catalyst class is: 247. (2) Reactant: [C:1]([O:5]C(OC(OC(C)(C)C)=O)=O)(C)(C)C.[CH2:16]([NH:19][C:20]1[N:21]=[C:22]([NH2:30])[C:23]2[S:28][CH:27]=[C:26]([CH3:29])[C:24]=2[N:25]=1)[CH:17]=[CH2:18].[NH:31]1[CH2:35][CH2:34][CH2:33][CH2:32]1.C(OCC)(=O)C.CCCCCC. Product: [CH2:16]([NH:19][C:20]1[N:21]=[C:22]([NH:30][C:1]([N:31]2[CH2:35][CH2:34][CH2:33][CH2:32]2)=[O:5])[C:23]2[S:28][CH:27]=[C:26]([CH3:29])[C:24]=2[N:25]=1)[CH:17]=[CH2:18]. The catalyst class is: 10. (3) Product: [CH2:1]([O:3][C:4](=[O:29])[CH2:5][C:6]1[CH:11]=[CH:10][C:9]2[N:12]([C:13]3[C:14]4[CH2:27][CH2:26][CH2:25][C:15]=4[N:16]=[C:17]([C:19]4[S:20][C:21]([Cl:24])=[CH:22][CH:23]=4)[N:18]=3)[CH:30]=[N:28][C:8]=2[CH:7]=1)[CH3:2]. The catalyst class is: 13. Reactant: [CH2:1]([O:3][C:4](=[O:29])[CH2:5][C:6]1[CH:11]=[CH:10][C:9]([NH:12][C:13]2[C:14]3[CH2:27][CH2:26][CH2:25][C:15]=3[N:16]=[C:17]([C:19]3[S:20][C:21]([Cl:24])=[CH:22][CH:23]=3)[N:18]=2)=[C:8]([NH2:28])[CH:7]=1)[CH3:2].[CH:30](OCC)(OCC)OCC. (4) Reactant: [Cl:1][C:2]1[CH:7]=[CH:6][N:5]=[C:4]([CH2:8][NH:9][C:10]2[O:11][C:12]3[C:18]([O:19][CH3:20])=[CH:17][C:16]([C:21]([OH:23])=O)=[CH:15][C:13]=3[N:14]=2)[CH:3]=1.[CH3:24][C:25]1([CH2:33][OH:34])[CH2:30][O:29][C:28]([CH3:32])([CH3:31])[CH2:27][NH:26]1.C(N(CC)C(C)C)(C)C.CN(C(ON1N=NC2C=CC=NC1=2)=[N+](C)C)C.F[P-](F)(F)(F)(F)F. Product: [Cl:1][C:2]1[CH:7]=[CH:6][N:5]=[C:4]([CH2:8][NH:9][C:10]2[O:11][C:12]3[C:18]([O:19][CH3:20])=[CH:17][C:16]([C:21]([N:26]4[C:25]([CH2:33][OH:34])([CH3:24])[CH2:30][O:29][C:28]([CH3:32])([CH3:31])[CH2:27]4)=[O:23])=[CH:15][C:13]=3[N:14]=2)[CH:3]=1. The catalyst class is: 9. (5) Reactant: [CH2:1]([O:3][C:4](=[O:18])[CH:5]([O:15][CH2:16][CH3:17])[CH2:6][C:7]1[CH:12]=[CH:11][C:10]([OH:13])=[C:9]([CH3:14])[CH:8]=1)[CH3:2].[C:19]([C:23]1[CH:28]=[CH:27][C:26]([C:29]2[S:30][C:31]([CH3:37])=[C:32]([CH2:34][CH2:35]O)[N:33]=2)=[CH:25][CH:24]=1)([CH3:22])([CH3:21])[CH3:20].C1(P(C2C=CC=CC=2)C2C=CC=CC=2)C=CC=CC=1.N(C(OCC)=O)=NC(OCC)=O. Product: [CH2:1]([O:3][C:4](=[O:18])[CH:5]([O:15][CH2:16][CH3:17])[CH2:6][C:7]1[CH:12]=[CH:11][C:10]([O:13][CH2:35][CH2:34][C:32]2[N:33]=[C:29]([C:26]3[CH:25]=[CH:24][C:23]([C:19]([CH3:20])([CH3:22])[CH3:21])=[CH:28][CH:27]=3)[S:30][C:31]=2[CH3:37])=[C:9]([CH3:14])[CH:8]=1)[CH3:2]. The catalyst class is: 7. (6) Reactant: [CH3:1][C:2]1[N:3]=[C:4]2[CH:12]=[CH:11][CH:10]=[C:9]3[N:5]2[C:6]=1[C:7](=[O:13])[NH:8]3.[H-].[Na+].[C:16]1(=[O:26])[NH:20][C:19](=[O:21])[C:18]2=[CH:22][CH:23]=[CH:24][CH:25]=[C:17]12.O. Product: [CH3:1][C:2]1[N:3]=[C:4]2[CH:12]=[CH:11][CH:10]=[C:9]3[N:5]2[C:6]=1[C:7](=[O:13])[N:8]3[CH2:1][CH2:2][CH2:6][CH2:7][N:20]1[C:16](=[O:26])[C:17]2=[CH:25][CH:24]=[CH:23][CH:22]=[C:18]2[C:19]1=[O:21]. The catalyst class is: 3. (7) Reactant: [C:1]([O:5][C:6](=[O:20])[CH2:7][N:8]([S:10]([C:13]1[CH:18]=[CH:17][C:16](F)=[CH:15][CH:14]=1)(=[O:12])=[O:11])[CH3:9])([CH3:4])([CH3:3])[CH3:2].[CH2:21]([NH2:24])[C:22]#[CH:23]. Product: [CH3:9][N:8]([S:10]([C:13]1[CH:18]=[CH:17][C:16]([NH:24][CH2:21][C:22]#[CH:23])=[CH:15][CH:14]=1)(=[O:12])=[O:11])[CH2:7][C:6]([O:5][C:1]([CH3:4])([CH3:3])[CH3:2])=[O:20]. The catalyst class is: 9. (8) Reactant: [C:1]([CH:7]1[CH2:12][CH2:11][N:10]([C:13]([O:15][CH2:16][C:17]2[CH:22]=[CH:21][CH:20]=[CH:19][CH:18]=2)=[O:14])[CH2:9][CH2:8]1)(=O)[CH2:2][CH2:3][CH:4]=[CH2:5].[C:23]([O-:26])(=O)[CH3:24].[NH4+:27].[C:28]([N+:32]#[C-])([CH3:31])([CH3:30])[CH3:29].FC(F)(F)[CH2:36][OH:37]. Product: [C:23]([NH:27][C:1]([CH:7]1[CH2:12][CH2:11][N:10]([C:13]([O:15][CH2:16][C:17]2[CH:22]=[CH:21][CH:20]=[CH:19][CH:18]=2)=[O:14])[CH2:9][CH2:8]1)([CH2:2][CH2:3][CH:4]=[CH2:5])[C:36]([NH:32][C:28]([CH3:31])([CH3:30])[CH3:29])=[O:37])(=[O:26])[CH3:24]. The catalyst class is: 6. (9) Reactant: [CH2:1]([CH:5]([C:9](=O)[CH3:10])[C:6](=O)[CH3:7])[CH2:2][CH2:3][CH3:4].[NH2:12][NH2:13]. Product: [CH2:1]([C:5]1[C:9]([CH3:10])=[N:12][NH:13][C:6]=1[CH3:7])[CH2:2][CH2:3][CH3:4]. The catalyst class is: 8.